Dataset: Forward reaction prediction with 1.9M reactions from USPTO patents (1976-2016). Task: Predict the product of the given reaction. (1) Given the reactants [C:1]1([C:13]2[CH:18]=[CH:17][CH:16]=[CH:15][CH:14]=2)[CH:6]=[CH:5][C:4]([C:7]2[S:8][C:9](Br)=[CH:10][N:11]=2)=[CH:3][CH:2]=1.[C:19]1(B(O)O)[CH:24]=[CH:23][CH:22]=[CH:21][CH:20]=1, predict the reaction product. The product is: [C:1]1([C:13]2[CH:18]=[CH:17][CH:16]=[CH:15][CH:14]=2)[CH:6]=[CH:5][C:4]([C:7]2[S:8][C:9]([C:19]3[CH:24]=[CH:23][CH:22]=[CH:21][CH:20]=3)=[CH:10][N:11]=2)=[CH:3][CH:2]=1. (2) Given the reactants [F:1][C:2]1[CH:3]=[C:4]([CH:7]=[C:8]([F:12])[C:9]=1[CH:10]=[O:11])[C:5]#[N:6].[BH4-].[Na+], predict the reaction product. The product is: [F:1][C:2]1[CH:3]=[C:4]([CH:7]=[C:8]([F:12])[C:9]=1[CH2:10][OH:11])[C:5]#[N:6]. (3) Given the reactants [OH:1][CH2:2][CH2:3][N:4]([CH2:6][C:7]1[CH:8]=[C:9]([CH:14]=[C:15]([CH3:17])[CH:16]=1)[C:10]([O:12]C)=[O:11])[CH3:5].O.[OH-].[Li+], predict the reaction product. The product is: [OH:1][CH2:2][CH2:3][N:4]([CH2:6][C:7]1[CH:8]=[C:9]([CH:14]=[C:15]([CH3:17])[CH:16]=1)[C:10]([OH:12])=[O:11])[CH3:5]. (4) Given the reactants [Br:1][C:2]1[CH:3]=[N:4][CH:5]=[C:6]([CH:13]=1)[C:7]([NH:9][CH:10]1[CH2:12][CH2:11]1)=[O:8].CC[O:16]C(C)=O, predict the reaction product. The product is: [CH2:12]1[CH:10]([NH:9][C:7]([C:6]2[CH:5]=[N+:4]([O-:16])[CH:3]=[C:2]([Br:1])[CH:13]=2)=[O:8])[CH2:11]1.